From a dataset of Forward reaction prediction with 1.9M reactions from USPTO patents (1976-2016). Predict the product of the given reaction. (1) Given the reactants [CH:1]1([N:7]2[CH2:11][C@H:10]([OH:12])[C@@H:9]([NH:13][C:14](=[O:29])[CH2:15][NH:16][C:17](=[O:28])[C:18]3[CH:23]=[CH:22][CH:21]=[C:20]([C:24]([F:27])([F:26])[F:25])[CH:19]=3)[CH2:8]2)[CH2:6][CH2:5][CH2:4][CH2:3][CH2:2]1.[H-].[Na+].[CH2:32](Br)[C:33]#[C:34][CH3:35].[NH4+].[Cl-], predict the reaction product. The product is: [CH2:32]([O:12][C@H:10]1[CH2:11][N:7]([CH:1]2[CH2:6][CH2:5][CH2:4][CH2:3][CH2:2]2)[CH2:8][C@@H:9]1[NH:13][C:14](=[O:29])[CH2:15][NH:16][C:17](=[O:28])[C:18]1[CH:23]=[CH:22][CH:21]=[C:20]([C:24]([F:26])([F:27])[F:25])[CH:19]=1)[C:33]#[C:34][CH3:35]. (2) Given the reactants [CH2:1]([N:3]1[C:7]([C:8]2[C:16]3[C:11](=[CH:12][C:13]([N+:17]([O-])=O)=[CH:14][CH:15]=3)[N:10]([CH:20]([CH3:22])[CH3:21])[CH:9]=2)=[CH:6][C:5]([C:23]#[N:24])=[N:4]1)[CH3:2].O.O.[Sn](Cl)Cl.C(=O)(O)[O-].[Na+], predict the reaction product. The product is: [NH2:17][C:13]1[CH:12]=[C:11]2[C:16]([C:8]([C:7]3[N:3]([CH2:1][CH3:2])[N:4]=[C:5]([C:23]#[N:24])[CH:6]=3)=[CH:9][N:10]2[CH:20]([CH3:21])[CH3:22])=[CH:15][CH:14]=1. (3) Given the reactants [NH:1]1[C:9]2[C:4](=[CH:5][CH:6]=[CH:7][CH:8]=2)[C:3]([CH:10]2[CH2:15][CH2:14][C:13](=O)[CH2:12][CH2:11]2)=[CH:2]1.[NH:17]1[C:25]2[C:20](=[C:21]([N:26]3[CH2:31][CH2:30][NH:29][CH2:28][CH2:27]3)[CH:22]=[CH:23][CH:24]=2)[CH:19]=[CH:18]1.[C:32](O[BH-](OC(=O)C)OC(=O)C)(=O)C.[Na+].C(O)(=O)C, predict the reaction product. The product is: [NH:17]1[C:25]2[C:20](=[C:21]([N:26]3[CH2:31][CH2:30][N:29]([C@@H:13]4[CH2:14][CH2:15][C@H:10]([C:3]5[C:4]6[C:9](=[CH:8][CH:7]=[CH:6][CH:5]=6)[NH:1][C:2]=5[CH3:32])[CH2:11][CH2:12]4)[CH2:28][CH2:27]3)[CH:22]=[CH:23][CH:24]=2)[CH:19]=[CH:18]1. (4) Given the reactants [CH:1]1[C:6]2[C:7]3[C:16]([C:17]4[C:22]([C:5]=2[CH:4]=[CH:3][CH:2]=1)=[CH:21][CH:20]=[CH:19][CH:18]=4)=[CH:15][CH:14]=[C:13]1[C:8]=3[CH:9]=[CH:10][CH:11]=[CH:12]1.CN(C)C=O.[Br:28]N1C(=O)CCC1=O, predict the reaction product. The product is: [Br:28][C:14]1[CH:15]=[C:16]2[C:7](=[C:8]3[C:13]=1[CH:12]=[CH:11][CH:10]=[CH:9]3)[C:6]1[CH:1]=[CH:2][CH:3]=[CH:4][C:5]=1[C:22]1[C:17]2=[CH:18][CH:19]=[CH:20][CH:21]=1.